This data is from Catalyst prediction with 721,799 reactions and 888 catalyst types from USPTO. The task is: Predict which catalyst facilitates the given reaction. (1) Reactant: [O:1]=[C:2]1[CH:7]=[CH:6][CH:5]=[CH:4][N:3]1[C@@H:8]([CH3:12])[C:9]([OH:11])=O.[C:13]([O:17][C:18](=[O:26])[CH2:19][CH:20]([NH2:25])[CH:21]([OH:24])[CH2:22][F:23])([CH3:16])([CH3:15])[CH3:14].C1C=NC2N(O)N=NC=2C=1.C(Cl)CCl. Product: [C:13]([O:17][C:18](=[O:26])[CH2:19][CH:20]([NH:25][C:9](=[O:11])[C@@H:8]([N:3]1[CH:4]=[CH:5][CH:6]=[CH:7][C:2]1=[O:1])[CH3:12])[CH:21]([OH:24])[CH2:22][F:23])([CH3:16])([CH3:14])[CH3:15]. The catalyst class is: 251. (2) Reactant: Cl[C:2]1[N:7]=[C:6](Cl)[N:5]=[C:4]([C:9]2[CH:14]=[CH:13][CH:12]=[C:11]([Cl:15])[N:10]=2)[N:3]=1.Cl.[F:17][C:18]([F:23])([F:22])[C@H:19]([NH2:21])[CH3:20].C(=O)([O-])[O-].[K+].[K+].N#N. Product: [Cl:15][C:11]1[N:10]=[C:9]([C:4]2[N:5]=[C:6]([NH:21][C@H:19]([CH3:20])[C:18]([F:23])([F:22])[F:17])[N:7]=[C:2]([NH:21][C@H:19]([CH3:20])[C:18]([F:23])([F:22])[F:17])[N:3]=2)[CH:14]=[CH:13][CH:12]=1. The catalyst class is: 12. (3) Reactant: C[O:2][C:3](=O)[CH2:4][O:5][C:6]1[CH:11]=[CH:10][C:9]([CH2:12][C:13]2[C:14]([CH2:24][CH3:25])=[N:15][N:16]3[C:21]([CH3:22])=[CH:20][C:19]([CH3:23])=[N:18][C:17]=23)=[CH:8][CH:7]=1.[H-].[H-].[H-].[H-].[Li+].[Al+3]. Product: [CH2:24]([C:14]1[C:13]([CH2:12][C:9]2[CH:8]=[CH:7][C:6]([O:5][CH2:4][CH2:3][OH:2])=[CH:11][CH:10]=2)=[C:17]2[N:18]=[C:19]([CH3:23])[CH:20]=[C:21]([CH3:22])[N:16]2[N:15]=1)[CH3:25]. The catalyst class is: 1. (4) Reactant: [NH2:1][C@H:2]([CH2:22][C:23]1[CH:28]=[C:27]([F:29])[C:26]([F:30])=[CH:25][C:24]=1[F:31])[CH2:3][C:4]([N:6]1[CH2:11][CH2:10][N:9]2[C:12]([C:18]([F:21])([F:20])[F:19])=[N:13][C:14]([C:15]([OH:17])=[O:16])=[C:8]2[CH2:7]1)=[O:5].[OH-].[Li+:33]. Product: [NH2:1][C@H:2]([CH2:22][C:23]1[CH:28]=[C:27]([F:29])[C:26]([F:30])=[CH:25][C:24]=1[F:31])[CH2:3][C:4]([N:6]1[CH2:11][CH2:10][N:9]2[C:12]([C:18]([F:21])([F:19])[F:20])=[N:13][C:14]([C:15]([O-:17])=[O:16])=[C:8]2[CH2:7]1)=[O:5].[Li+:33]. The catalyst class is: 5. (5) Reactant: [O:1]1[CH2:6][CH2:5][N:4]([C:7]2[N:12]=[C:11]([O:13][C:14]3[CH:41]=[CH:40][CH:39]=[CH:38][C:15]=3[CH2:16][NH:17][C:18]([NH:20][C:21]3[N:25]([C:26]4[CH:31]=[CH:30][CH:29]=[C:28]([O:32]C)[CH:27]=4)[N:24]=[C:23]([C:34]([CH3:37])([CH3:36])[CH3:35])[CH:22]=3)=[O:19])[CH:10]=[CH:9][N:8]=2)[CH2:3][CH2:2]1.B(Br)(Br)Br.C(N)CN.Cl. Product: [O:1]1[CH2:6][CH2:5][N:4]([C:7]2[N:12]=[C:11]([O:13][C:14]3[CH:41]=[CH:40][CH:39]=[CH:38][C:15]=3[CH2:16][NH:17][C:18]([NH:20][C:21]3[N:25]([C:26]4[CH:31]=[CH:30][CH:29]=[C:28]([OH:32])[CH:27]=4)[N:24]=[C:23]([C:34]([CH3:37])([CH3:36])[CH3:35])[CH:22]=3)=[O:19])[CH:10]=[CH:9][N:8]=2)[CH2:3][CH2:2]1. The catalyst class is: 4. (6) Reactant: [H-].[Na+].[F:3][C:4]([F:18])([F:17])[C:5]1[CH:10]=[CH:9][N:8]=[C:7]([C:11]2[NH:12][O:13][C:14](=[O:16])[N:15]=2)[CH:6]=1.[CH3:19][C:20]1[CH:21]=[C:22]([CH:28]=[CH:29][CH:30]=1)[C:23]([O:25][CH2:26]Cl)=[O:24].[Cl-].[NH4+]. Product: [CH3:19][C:20]1[CH:21]=[C:22]([CH:28]=[CH:29][CH:30]=1)[C:23]([O:25][CH2:26][N:15]1[C:14](=[O:16])[O:13][N:12]=[C:11]1[C:7]1[CH:6]=[C:5]([C:4]([F:3])([F:17])[F:18])[CH:10]=[CH:9][N:8]=1)=[O:24]. The catalyst class is: 9. (7) Reactant: [NH2:1][C:2]1[CH:3]=[CH:4][C:5]([O:8][C:9]2[CH:14]=[CH:13][C:12]([CH2:15][CH2:16][C:17]([O:19][CH2:20][CH3:21])=[O:18])=[CH:11][C:10]=2[O:22][CH3:23])=[N:6][CH:7]=1.N1C=CC=CC=1.[Cl:30][C:31]1[CH:32]=[C:33]([CH:37]=[CH:38][C:39]=1[Cl:40])[C:34](Cl)=[O:35].Cl. Product: [Cl:30][C:31]1[CH:32]=[C:33]([CH:37]=[CH:38][C:39]=1[Cl:40])[C:34]([NH:1][C:2]1[CH:3]=[CH:4][C:5]([O:8][C:9]2[CH:14]=[CH:13][C:12]([CH2:15][CH2:16][C:17]([O:19][CH2:20][CH3:21])=[O:18])=[CH:11][C:10]=2[O:22][CH3:23])=[N:6][CH:7]=1)=[O:35]. The catalyst class is: 4. (8) Reactant: [H-].[Na+].[CH3:3][O:4][C:5]1[CH:6]=[C:7]([N:14]2[CH2:19][CH2:18][CH:17]([N:20]3[CH2:25][CH2:24][NH:23][C:22](=[O:26])[CH2:21]3)[CH2:16][CH2:15]2)[CH:8]=[CH:9][C:10]=1[N+:11]([O-:13])=[O:12].[F:27][CH2:28][CH2:29]I. Product: [F:27][CH2:28][CH2:29][N:23]1[CH2:24][CH2:25][N:20]([CH:17]2[CH2:18][CH2:19][N:14]([C:7]3[CH:8]=[CH:9][C:10]([N+:11]([O-:13])=[O:12])=[C:5]([O:4][CH3:3])[CH:6]=3)[CH2:15][CH2:16]2)[CH2:21][C:22]1=[O:26]. The catalyst class is: 198.